This data is from Experimentally validated miRNA-target interactions with 360,000+ pairs, plus equal number of negative samples. The task is: Binary Classification. Given a miRNA mature sequence and a target amino acid sequence, predict their likelihood of interaction. (1) The miRNA is mmu-miR-878-3p with sequence GCAUGACACCACACUGGGUAGA. The protein sequence of the target gene is MLLPWATSAPGLAWGPLVLGLFGLLAASQPQAVPPYASENQTCRDQEKEYYEPQHRICCSRCPPGTYVSAKCSRIRDTVCATCAENSYNEHWNYLTICQLCRPCDPVMGLEEIAPCTSKRKTQCRCQPGMFCAAWALECTHCELLSDCPPGTEAELKDEVGKGNNHCVPCKAGHFQNTSSPSARCQPHTRCENQGLVEAAPGTAQSDTTCKNPLEPLPPEMSGTMLMLAVLLPLAFFLLLATVFSCIWKSHPSLCRKLGSLLKRRPQGEGPNPVAGSWEPPKAHPYFPDLVQPLLPISGD.... Result: 0 (no interaction). (2) The miRNA is hsa-miR-542-5p with sequence UCGGGGAUCAUCAUGUCACGAGA. The protein sequence of the target gene is MWAFGGRAAVGLLPRTASRASAWVGNPRWREPIVTCGRRGLHVTVNAGATRHAHLNLHYLQILNIKKQSVCVVHLRNLGTLDNPSSLDETAYERLAEETLDSLAEFFEDLADKPYTLEDYDVSFGDGVLTIKLGGDLGTYVINKQTPNKQIWLSSPSSGPKRYDWTGKNWVYSHDGVSLHELLARELTKALNTKLDLSSLAYSGKGT. Result: 0 (no interaction). (3) The miRNA is hsa-miR-134-5p with sequence UGUGACUGGUUGACCAGAGGGG. The protein sequence of the target gene is MAVLWRLSAVCGALGGRALLLRTPVVRPAHISAFLQDRPIPEWCGVQHIHLSPSHHSGSKAASLHWTSERVVSVLLLGLLPAAYLNPCSAMDYSLAAALTLHGHWGLGQVVTDYVHGDALQKAAKAGLLALSALTFAGLCYFNYHDVGICKAVAMLWKL. Result: 0 (no interaction). (4) The miRNA is hsa-miR-373-3p with sequence GAAGUGCUUCGAUUUUGGGGUGU. The protein sequence of the target gene is MTILTYPFKNLPTASKWALRFSIRPLSCSSQLRAAPAVQTKTKKTLAKPNIRNVVVVDGVRTPFLLSGTSYKDLMPHDLARAALTGLLHRTSVPKEVVDYIIFGTVIQEVKTSNVAREAALGAGFSDKTPAHTVTMACISANQAMTTGVGLIASGQCDVIVAGGVELMSDVPIRHSRKMRKLMLDLNKAKSMGQRLSLISKFRFNFLAPELPAVSEFSTSETMGHSADRLAAAFAVSRLEQDEYALRSHSLAKKAQDEGLLSDVVPFKVPGKDTVTKDNGIRPSSLEQMAKLKPAFIKPY.... Result: 1 (interaction).